Regression. Given a peptide amino acid sequence and an MHC pseudo amino acid sequence, predict their binding affinity value. This is MHC class I binding data. From a dataset of Peptide-MHC class I binding affinity with 185,985 pairs from IEDB/IMGT. (1) The peptide sequence is FPIPTEVVA. The MHC is HLA-B27:03 with pseudo-sequence HLA-B27:03. The binding affinity (normalized) is 0.0847. (2) The peptide sequence is ILQRLSATL. The MHC is Mamu-A2601 with pseudo-sequence Mamu-A2601. The binding affinity (normalized) is 0.430. (3) The peptide sequence is KDQAQLNAW. The MHC is Mamu-A70103 with pseudo-sequence Mamu-A70103. The binding affinity (normalized) is 0.0715. (4) The peptide sequence is LSELKESGGW. The MHC is Mamu-B17 with pseudo-sequence Mamu-B17. The binding affinity (normalized) is 0.559.